Predict the product of the given reaction. From a dataset of Forward reaction prediction with 1.9M reactions from USPTO patents (1976-2016). (1) Given the reactants [ClH:1].[CH3:2][C:3]1[CH:11]=[CH:10][C:9]2[N:8]([CH2:12][CH2:13][C:14]3[CH:15]=[N:16][C:17]([CH3:20])=[CH:18][CH:19]=3)[C:7]3[CH2:21][CH2:22][N:23](C(OC(C)(C)C)=O)[CH2:24][C:6]=3[C:5]=2[CH:4]=1, predict the reaction product. The product is: [ClH:1].[ClH:1].[CH3:2][C:3]1[CH:11]=[CH:10][C:9]2[N:8]([CH2:12][CH2:13][C:14]3[CH:15]=[N:16][C:17]([CH3:20])=[CH:18][CH:19]=3)[C:7]3[CH2:21][CH2:22][NH:23][CH2:24][C:6]=3[C:5]=2[CH:4]=1. (2) Given the reactants [Cl:1][C:2]1[CH:7]=[CH:6][C:5]([N:8]2[CH:13]=[CH:12][C:11](=[O:14])[C:10]([C:15](N(OC)C)=[O:16])=[N:9]2)=[CH:4][CH:3]=1.[O:21]1[CH2:26][CH2:25][CH2:24][CH2:23][CH:22]1[O:27][C:28]1[CH:33]=[CH:32][C:31]([Mg]Br)=[CH:30][CH:29]=1.[NH4+].[Cl-], predict the reaction product. The product is: [Cl:1][C:2]1[CH:3]=[CH:4][C:5]([N:8]2[CH:13]=[CH:12][C:11](=[O:14])[C:10]([C:15](=[O:16])[C:31]3[CH:32]=[CH:33][C:28]([O:27][CH:22]4[CH2:23][CH2:24][CH2:25][CH2:26][O:21]4)=[CH:29][CH:30]=3)=[N:9]2)=[CH:6][CH:7]=1. (3) Given the reactants [Li+].[OH-].[OH:3][C:4]1[CH:13]=[CH:12][C:11]([NH:14][C:15](=[O:48])[C@@H:16]([NH:21][C:22](=[O:47])[CH:23]([O:26][CH2:27][CH2:28][CH2:29][CH2:30]/[CH:31]=[CH:32]\[CH2:33]/[CH:34]=[CH:35]\[CH2:36]/[CH:37]=[CH:38]\[CH2:39]/[CH:40]=[CH:41]\[CH2:42]/[CH:43]=[CH:44]\[CH2:45][CH3:46])[CH2:24][CH3:25])[CH2:17][CH:18]([CH3:20])[CH3:19])=[CH:10][C:5]=1[C:6]([O:8]C)=[O:7].Cl, predict the reaction product. The product is: [OH:3][C:4]1[CH:13]=[CH:12][C:11]([NH:14][C:15](=[O:48])[C@@H:16]([NH:21][C:22](=[O:47])[CH:23]([O:26][CH2:27][CH2:28][CH2:29][CH2:30]/[CH:31]=[CH:32]\[CH2:33]/[CH:34]=[CH:35]\[CH2:36]/[CH:37]=[CH:38]\[CH2:39]/[CH:40]=[CH:41]\[CH2:42]/[CH:43]=[CH:44]\[CH2:45][CH3:46])[CH2:24][CH3:25])[CH2:17][CH:18]([CH3:19])[CH3:20])=[CH:10][C:5]=1[C:6]([OH:8])=[O:7]. (4) The product is: [CH3:14][CH:13]([CH3:15])[CH2:12][NH:11][C:6]1[CH:5]=[C:4]([CH3:16])[N:3]2[N:17]=[N:18][N:19]=[C:2]2[C:7]=1[N+:8]([O-:10])=[O:9]. Given the reactants Cl[C:2]1[C:7]([N+:8]([O-:10])=[O:9])=[C:6]([NH:11][CH2:12][CH:13]([CH3:15])[CH3:14])[CH:5]=[C:4]([CH3:16])[N:3]=1.[N-:17]=[N+:18]=[N-:19].[Na+].CN(C)C=O, predict the reaction product. (5) Given the reactants [CH2:1]([O:8][N:9]1[C:14]2[N:15]=[CH:16][N:17]=[C:18]([CH3:19])[C:13]=2[C:12]([OH:20])=[C:11](C(OCC)=O)[C:10]1=[O:26])[C:2]1[CH:7]=[CH:6][CH:5]=[CH:4][CH:3]=1.Cl.O1CCOCC1.C(OCC)(=O)C, predict the reaction product. The product is: [CH2:1]([O:8][N:9]1[C:14]2[N:15]=[CH:16][N:17]=[C:18]([CH3:19])[C:13]=2[C:12]([OH:20])=[CH:11][C:10]1=[O:26])[C:2]1[CH:3]=[CH:4][CH:5]=[CH:6][CH:7]=1. (6) Given the reactants Cl.[NH2:2][CH2:3][C:4]([C:7]1[CH:8]=[C:9]([C:12]#[N:13])[NH:10][CH:11]=1)([CH3:6])[CH3:5].C([CH:17](Br)[C:18](=O)[C:19]([O-:21])=[O:20])(C)C.N1C=C[CH:27]=[CH:26][CH:25]=1, predict the reaction product. The product is: [C:12]([C:9]1[NH:10][C:11]2[C:18]([C:19]([O:21][CH:26]([CH3:27])[CH3:25])=[O:20])=[CH:17][NH:2][CH2:3][C:4]([CH3:6])([CH3:5])[C:7]=2[CH:8]=1)#[N:13].